This data is from Forward reaction prediction with 1.9M reactions from USPTO patents (1976-2016). The task is: Predict the product of the given reaction. (1) The product is: [CH2:21]([O:1][C:2]1[CH:9]=[C:8]([N+:10]([O-:12])=[O:11])[CH:7]=[CH:6][C:3]=1[C:4]#[N:5])[CH:20]=[CH2:19]. Given the reactants [OH:1][C:2]1[CH:9]=[C:8]([N+:10]([O-:12])=[O:11])[CH:7]=[CH:6][C:3]=1[C:4]#[N:5].C([O-])([O-])=O.[Cs+].[Cs+].[CH2:19](Br)[CH:20]=[CH2:21], predict the reaction product. (2) Given the reactants [NH2:1][C@@H:2]([C:5]1[CH:10]=[CH:9][C:8]([C:11]([F:14])([F:13])[F:12])=[CH:7][CH:6]=1)[CH2:3][OH:4].C([O-])([O-])=O.[K+].[K+].[Br:21][C:22]1[CH:23]=[C:24]([CH:29]=[CH:30][C:31]=1[CH2:32]Br)[C:25]([O:27][CH3:28])=[O:26], predict the reaction product. The product is: [Br:21][C:22]1[CH:23]=[C:24]([CH:29]=[CH:30][C:31]=1[CH2:32][NH:1][C@@H:2]([C:5]1[CH:6]=[CH:7][C:8]([C:11]([F:12])([F:13])[F:14])=[CH:9][CH:10]=1)[CH2:3][OH:4])[C:25]([O:27][CH3:28])=[O:26]. (3) Given the reactants Cl[C:2]1[N:11]=[C:10]([NH:12][CH2:13][C@H:14]2[CH2:19][CH2:18][CH2:17][N:16]([C:20]([O:22][C:23]([CH3:26])([CH3:25])[CH3:24])=[O:21])[CH2:15]2)[C:5]2=[N:6][CH:7]=[CH:8][N:9]=[C:4]2[CH:3]=1.[NH:27]1[CH2:32][CH2:31][NH:30][CH2:29][C:28]1=[O:33].CCN(C(C)C)C(C)C, predict the reaction product. The product is: [O:33]=[C:28]1[NH:27][CH2:32][CH2:31][N:30]([C:2]2[N:11]=[C:10]([NH:12][CH2:13][C@H:14]3[CH2:19][CH2:18][CH2:17][N:16]([C:20]([O:22][C:23]([CH3:26])([CH3:25])[CH3:24])=[O:21])[CH2:15]3)[C:5]3=[N:6][CH:7]=[CH:8][N:9]=[C:4]3[CH:3]=2)[CH2:29]1. (4) Given the reactants [NH:1]1[C:5]([C:6]2[CH:7]=[C:8]([CH:10]=[CH:11][CH:12]=2)[NH2:9])=[N:4][N:3]=[N:2]1.[NH:13]1[C:17]2[CH:18]=[CH:19][CH:20]=[C:21]([C:22](O)=[O:23])[C:16]=2[N:15]=[CH:14]1.Cl.C(N=C=NCCCN(C)C)C.ON1C2C=CC=CC=2N=N1.CCN(C(C)C)C(C)C.Cl, predict the reaction product. The product is: [NH:4]1[C:5]([C:6]2[CH:7]=[C:8]([NH:9][C:22]([C:21]3[C:16]4[NH:15][CH:14]=[N:13][C:17]=4[CH:18]=[CH:19][CH:20]=3)=[O:23])[CH:10]=[CH:11][CH:12]=2)=[N:1][N:2]=[N:3]1. (5) The product is: [CH:1]1([N:6]2[C:14](=[O:15])[NH:13][C:12]3[C:7]2=[N:8][C:9]([C:21]2[CH:26]=[CH:25][CH:24]=[C:23]([OH:27])[CH:22]=2)=[N:10][C:11]=3[C:16]([NH2:28])=[O:18])[CH2:5][CH2:4][CH2:3][CH2:2]1. Given the reactants [CH:1]1([N:6]2[C:14](=[O:15])[NH:13][C:12]3[C:7]2=[N:8][C:9]([C:21]2[CH:26]=[CH:25][CH:24]=[C:23]([OH:27])[CH:22]=2)=[N:10][C:11]=3[C:16]([O:18]CC)=O)[CH2:5][CH2:4][CH2:3][CH2:2]1.[NH2:28]C1C(C(OCC)=O)=NC(C2C=CC=C(O)C=2)=NC=1NC1CCCC1.C(N1C=CN=C1)(N1C=CN=C1)=O, predict the reaction product. (6) Given the reactants [Br:1][C:2]1[C:14](=[O:15])[N:13]([CH:16]2[CH2:20][CH2:19][CH2:18][CH2:17]2)[C:5]2[N:6]=[C:7](S(C)=O)[N:8]=[CH:9][C:4]=2[C:3]=1[CH3:21].[CH3:22][N:23]1[CH2:28][CH2:27][N:26]([C:29]2[CH:30]=[CH:31][C:32]([NH2:35])=[N:33][CH:34]=2)[CH2:25][CH2:24]1, predict the reaction product. The product is: [Br:1][C:2]1[C:14](=[O:15])[N:13]([CH:16]2[CH2:20][CH2:19][CH2:18][CH2:17]2)[C:5]2[N:6]=[C:7]([NH:35][C:32]3[CH:31]=[CH:30][C:29]([N:26]4[CH2:27][CH2:28][N:23]([CH3:22])[CH2:24][CH2:25]4)=[CH:34][N:33]=3)[N:8]=[CH:9][C:4]=2[C:3]=1[CH3:21].